From a dataset of Merck oncology drug combination screen with 23,052 pairs across 39 cell lines. Regression. Given two drug SMILES strings and cell line genomic features, predict the synergy score measuring deviation from expected non-interaction effect. (1) Drug 1: N.N.O=C(O)C1(C(=O)O)CCC1.[Pt]. Drug 2: Cn1nnc2c(C(N)=O)ncn2c1=O. Cell line: SKMES1. Synergy scores: synergy=-10.7. (2) Drug 1: CN(Cc1cnc2nc(N)nc(N)c2n1)c1ccc(C(=O)NC(CCC(=O)O)C(=O)O)cc1. Drug 2: O=C(O)C1(Cc2cccc(Nc3nccs3)n2)CCC(Oc2cccc(Cl)c2F)CC1. Cell line: OVCAR3. Synergy scores: synergy=-36.0. (3) Drug 1: O=P1(N(CCCl)CCCl)NCCCO1. Drug 2: CCN(CC)CCNC(=O)c1c(C)[nH]c(C=C2C(=O)Nc3ccc(F)cc32)c1C. Cell line: EFM192B. Synergy scores: synergy=9.51. (4) Drug 1: CN1C(=O)C=CC2(C)C3CCC4(C)C(NC(=O)OCC(F)(F)F)CCC4C3CCC12. Drug 2: CNC(=O)c1cc(Oc2ccc(NC(=O)Nc3ccc(Cl)c(C(F)(F)F)c3)cc2)ccn1. Cell line: NCIH520. Synergy scores: synergy=15.6. (5) Drug 1: CCC1=CC2CN(C1)Cc1c([nH]c3ccccc13)C(C(=O)OC)(c1cc3c(cc1OC)N(C)C1C(O)(C(=O)OC)C(OC(C)=O)C4(CC)C=CCN5CCC31C54)C2. Drug 2: CNC(=O)c1cc(Oc2ccc(NC(=O)Nc3ccc(Cl)c(C(F)(F)F)c3)cc2)ccn1. Cell line: OVCAR3. Synergy scores: synergy=-44.3. (6) Drug 1: O=S1(=O)NC2(CN1CC(F)(F)F)C1CCC2Cc2cc(C=CCN3CCC(C(F)(F)F)CC3)ccc2C1. Drug 2: CC(C)CC(NC(=O)C(Cc1ccccc1)NC(=O)c1cnccn1)B(O)O. Cell line: KPL1. Synergy scores: synergy=5.39.